Task: Binary classification across 12 toxicity assays.. Dataset: Tox21: 12 toxicity assays (nuclear receptors and stress response pathways) (1) The molecule is N#CC(C#N)=C(C#N)C#N. It tested positive (active) for: SR-ARE (Antioxidant Response Element (oxidative stress)). (2) The molecule is CCCCOC(=O)c1ccc(N)cc1. It tested positive (active) for: NR-AhR (Aryl hydrocarbon Receptor agonist activity), NR-ER (Estrogen Receptor agonist activity), and SR-ATAD5 (ATAD5 genotoxicity (DNA damage)). (3) The molecule is CC/C(=C(\c1ccccc1)c1ccc(OCCN(C)C)cc1)c1ccccc1. It tested positive (active) for: NR-Aromatase (Aromatase enzyme inhibition), NR-ER (Estrogen Receptor agonist activity), and NR-ER-LBD (Estrogen Receptor Ligand Binding Domain agonist). (4) The molecule is CN(C)Cc1cc(C(C)(C)C)c(O)c(C(C)(C)C)c1. It tested positive (active) for: SR-ARE (Antioxidant Response Element (oxidative stress)). (5) The drug is CCN(CC)c1ccc2c(-c3ccccc3C(=O)O)c3ccc(N(CC)CC)cc3[o+]c2c1. It tested positive (active) for: SR-ARE (Antioxidant Response Element (oxidative stress)). (6) The molecule is NCc1cccc(C2CCN(C(=O)c3ccc(C#Cc4ccccc4F)o3)CC2)c1. It tested positive (active) for: SR-ARE (Antioxidant Response Element (oxidative stress)). (7) The drug is O=C1OC(O)C(C(Cl)Cl)=C1Cl. It tested positive (active) for: NR-AR-LBD (Androgen Receptor Ligand Binding Domain agonist), NR-PPAR-gamma (PPAR-gamma nuclear receptor agonist), SR-ARE (Antioxidant Response Element (oxidative stress)), SR-ATAD5 (ATAD5 genotoxicity (DNA damage)), and SR-p53 (p53 tumor suppressor activation). (8) The molecule is CC(=O)[C@H]1CC[C@H]2[C@@H]3C[C@H](C)C4=CC(=O)CC[C@]4(C)[C@H]3[C@@H](O)C[C@]12C. It tested positive (active) for: NR-AR (Androgen Receptor agonist activity), and NR-AR-LBD (Androgen Receptor Ligand Binding Domain agonist). (9) The compound is C=CC(C)(O)CC/C=C(\C)CCC=C(C)C. It tested positive (active) for: SR-MMP (Mitochondrial Membrane Potential disruption). (10) The compound is C=Cc1cccc(CCl)c1. It tested positive (active) for: SR-ARE (Antioxidant Response Element (oxidative stress)).